Predict the reaction yield, written as a fraction of the theoretical maximum amount of product (1.0 means a 100% yield; for example, 0.34 means a 34% yield). From a dataset of Reaction yield outcomes from USPTO patents with 853,638 reactions. The reactants are [F:1][C:2]([F:40])([F:39])[C:3]1[CH:4]=[C:5]([C:13]([CH3:38])([CH3:37])[C:14]([N:16]([CH3:36])[C:17]2[CH:18]=[N:19][C:20]([N:30]3[CH2:35][CH2:34][NH:33][CH2:32][CH2:31]3)=[CH:21][C:22]=2[C:23]2[CH:28]=[CH:27][CH:26]=[CH:25][C:24]=2[CH3:29])=[O:15])[CH:6]=[C:7]([C:9]([F:12])([F:11])[F:10])[CH:8]=1.C(N(CC)CC)C.[CH3:48][S:49](Cl)(=[O:51])=[O:50]. The catalyst is ClCCl. The product is [F:40][C:2]([F:1])([F:39])[C:3]1[CH:4]=[C:5]([C:13]([CH3:38])([CH3:37])[C:14]([N:16]([C:17]2[CH:18]=[N:19][C:20]([N:30]3[CH2:35][CH2:34][N:33]([S:49]([CH3:48])(=[O:51])=[O:50])[CH2:32][CH2:31]3)=[CH:21][C:22]=2[C:23]2[CH:28]=[CH:27][CH:26]=[CH:25][C:24]=2[CH3:29])[CH3:36])=[O:15])[CH:6]=[C:7]([C:9]([F:12])([F:10])[F:11])[CH:8]=1. The yield is 0.750.